This data is from Reaction yield outcomes from USPTO patents with 853,638 reactions. The task is: Predict the reaction yield, written as a fraction of the theoretical maximum amount of product (1.0 means a 100% yield; for example, 0.34 means a 34% yield). (1) The product is [CH2:1]1[C:10]2[C:5](=[CH:6][C:7]([C:11]([OH:13])=[O:12])=[CH:8][CH:9]=2)[CH2:4][CH2:3][CH:2]1[C:15]([OH:17])=[O:16]. The yield is 0.900. The catalyst is C(O)C. The reactants are [CH2:1]1[C:10]2[C:5](=[CH:6][C:7]([C:11]([O:13]C)=[O:12])=[CH:8][CH:9]=2)[CH2:4][CH2:3][CH:2]1[C:15]([O:17]C)=[O:16].[OH-].[Na+].Cl. (2) The reactants are [NH2:1][C:2]1[CH:3]=[C:4]([CH:7]=[CH:8][C:9]=1[NH:10][CH2:11][CH2:12][CH2:13][OH:14])[C:5]#[N:6].C1(C)C=CC=CC=1.Cl[C:23](Cl)([O:25]C(=O)OC(Cl)(Cl)Cl)Cl.C(OCC)(=O)C. The catalyst is Cl.[Cl-].[Na+].O. The product is [OH:14][CH2:13][CH2:12][CH2:11][N:10]1[C:9]2[CH:8]=[CH:7][C:4]([C:5]#[N:6])=[CH:3][C:2]=2[NH:1][C:23]1=[O:25]. The yield is 0.930. (3) The reactants are [Cl:1][C:2]1[CH:7]=[C:6]([C:8]([F:17])([C:13]([F:16])([F:15])[F:14])[C:9]([F:12])([F:11])[F:10])[CH:5]=[C:4]([C:18]([F:21])([F:20])[F:19])[C:3]=1[NH:22][C:23](=[O:33])[C:24]1[CH:29]=[CH:28][C:27](I)=[C:26]([NH:31][CH3:32])[CH:25]=1.[Cu][C:35]#[N:36].S([O-])([O-])(=O)=S.[Na+].[Na+]. The catalyst is CN(C=O)C. The product is [Cl:1][C:2]1[CH:7]=[C:6]([C:8]([F:17])([C:13]([F:16])([F:15])[F:14])[C:9]([F:12])([F:11])[F:10])[CH:5]=[C:4]([C:18]([F:21])([F:20])[F:19])[C:3]=1[NH:22][C:23](=[O:33])[C:24]1[CH:29]=[CH:28][C:27]([C:35]#[N:36])=[C:26]([NH:31][CH3:32])[CH:25]=1. The yield is 0.860. (4) The reactants are [O:1]([C:8]1[CH:23]=[C:22]([C:24]([F:27])([F:26])[F:25])[CH:21]=[CH:20][C:9]=1[O:10][C@@H:11]([CH3:19])[CH2:12][CH2:13][O:14]S(C)(=O)=O)[C:2]1[CH:7]=[CH:6][CH:5]=[CH:4][CH:3]=1.C([O:30][C:31](=[O:42])[CH2:32][CH2:33][C:34]1[C:39]([CH3:40])=[CH:38][C:37](O)=[CH:36][N:35]=1)C. No catalyst specified. The product is [CH3:40][C:39]1[C:34]([CH2:33][CH2:32][C:31]([OH:42])=[O:30])=[N:35][CH:36]=[C:37]([O:14][CH2:13][CH2:12][C@@H:11]([O:10][C:9]2[CH:20]=[CH:21][C:22]([C:24]([F:27])([F:26])[F:25])=[CH:23][C:8]=2[O:1][C:2]2[CH:7]=[CH:6][CH:5]=[CH:4][CH:3]=2)[CH3:19])[CH:38]=1. The yield is 0.510. (5) The reactants are [Cl:1][C:2]1[N:7]=[C:6](Cl)[CH:5]=[CH:4][N:3]=1.[C:9]([C:13]1[CH:17]=[C:16]([NH2:18])[NH:15][N:14]=1)([CH3:12])([CH3:11])[CH3:10].C(=O)([O-])[O-].[Na+].[Na+]. The product is [C:9]([C:13]1[CH:17]=[C:16]([NH2:18])[N:15]([C:6]2[CH:5]=[CH:4][N:3]=[C:2]([Cl:1])[N:7]=2)[N:14]=1)([CH3:12])([CH3:11])[CH3:10]. The yield is 0.350. The catalyst is O1CCOCC1.C1C=CC(/C=C/C(/C=C/C2C=CC=CC=2)=O)=CC=1.C1C=CC(/C=C/C(/C=C/C2C=CC=CC=2)=O)=CC=1.C1C=CC(/C=C/C(/C=C/C2C=CC=CC=2)=O)=CC=1.[Pd].[Pd].C1(P(C2C=CC=CC=2)C2C3OC4C(=CC=CC=4P(C4C=CC=CC=4)C4C=CC=CC=4)C(C)(C)C=3C=CC=2)C=CC=CC=1.